This data is from Forward reaction prediction with 1.9M reactions from USPTO patents (1976-2016). The task is: Predict the product of the given reaction. (1) Given the reactants B([O-])([O-])[O-].B([O-])([O-])[O-].B([O-])([O-])[O-].B([O-])([O-])[O-].[Na+].[Na+].[Na+].[Na+].[Na+].[Na+].[Na+].[Na+].[Na+].[Na+].[Na+].[Na+].C(N(CC(O)=O)CC(O)=O)CN(CC([O-])=O)CC([O-])=[O:34].[Na+].[Na+].[CH2:51]([O:58][CH2:59]/[CH:60]=[CH:61]/[CH2:62][C@@H:63]([CH2:67][CH2:68][CH3:69])[C:64]([OH:66])=[O:65])[C:52]1[CH:57]=[CH:56][CH:55]=[CH:54][CH:53]=1.COCOC.OOS([O-])=O.[K+].C(=O)([O-])[O-].[K+].[K+], predict the reaction product. The product is: [CH2:51]([O:58][CH2:59][C@H:60]([C@H:61]1[O:65][C:64](=[O:66])[C@H:63]([CH2:67][CH2:68][CH3:69])[CH2:62]1)[OH:34])[C:52]1[CH:57]=[CH:56][CH:55]=[CH:54][CH:53]=1. (2) Given the reactants C([O:5][C:6]([CH2:8][CH2:9][CH2:10][CH2:11][N:12]1[C:18]2[CH:19]=[CH:20][C:21]([C:23]([OH:25])=O)=[CH:22][C:17]=2[C:16](=[O:26])[N:15]([C@@H:27]([C:29]2[CH:34]=[CH:33][C:32]([Cl:35])=[CH:31][CH:30]=2)[CH3:28])[C@@H:14]([C:36]2[CH:41]=[CH:40][C:39]([Cl:42])=[CH:38][CH:37]=2)[C:13]1=[O:43])=[O:7])(C)(C)C.F[P-](F)(F)(F)(F)F.[N:51]1(OC(N(C)C)=[N+](C)C)C2N=CC=CC=2N=N1.C1C=CC2N(O)N=NC=2C=1.[Cl-].[NH4+].[Na].[OH-].[Na+], predict the reaction product. The product is: [NH2:51][C:23]([C:21]1[CH:20]=[CH:19][C:18]2[N:12]([CH2:11][CH2:10][CH2:9][CH2:8][C:6]([OH:5])=[O:7])[C:13](=[O:43])[C@H:14]([C:36]3[CH:41]=[CH:40][C:39]([Cl:42])=[CH:38][CH:37]=3)[N:15]([C@@H:27]([C:29]3[CH:34]=[CH:33][C:32]([Cl:35])=[CH:31][CH:30]=3)[CH3:28])[C:16](=[O:26])[C:17]=2[CH:22]=1)=[O:25]. (3) Given the reactants Cl.[Cl:2][C:3]1[CH:8]=[CH:7][C:6]([NH:9]N)=[CH:5][CH:4]=1.Br[CH2:12][C:13]([O:15][CH2:16][CH3:17])=[O:14].C(N(CC)CC)C.Cl.[CH3:26][N:27]1[CH2:32][CH2:31][C:30](=O)[CH2:29][CH2:28]1, predict the reaction product. The product is: [Cl:2][C:3]1[CH:8]=[CH:7][C:6]2[N:9]([CH2:12][C:13]([O:15][CH2:16][CH3:17])=[O:14])[C:30]3[CH2:31][CH2:32][N:27]([CH3:26])[CH2:28][C:29]=3[C:5]=2[CH:4]=1. (4) Given the reactants C(OC([N:8]1[CH2:13][CH2:12][CH:11]([N:14]2[CH:18]=[C:17]([C:19]3[CH:20]=[C:21]4[C:27]([C:28](=[O:44])[C:29]5[C:34]([F:35])=[CH:33][CH:32]=[C:31]([NH:36][S:37]([CH2:40][CH2:41][CH3:42])(=[O:39])=[O:38])[C:30]=5[F:43])=[CH:26][NH:25][C:22]4=[N:23][CH:24]=3)[CH:16]=[N:15]2)[CH2:10][CH2:9]1)=O)(C)(C)C.FC(F)(F)C(O)=O.C(=O)(O)[O-].[Na+], predict the reaction product. The product is: [F:43][C:30]1[C:29]([C:28]([C:27]2[C:21]3[C:22](=[N:23][CH:24]=[C:19]([C:17]4[CH:16]=[N:15][N:14]([CH:11]5[CH2:10][CH2:9][NH:8][CH2:13][CH2:12]5)[CH:18]=4)[CH:20]=3)[NH:25][CH:26]=2)=[O:44])=[C:34]([F:35])[CH:33]=[CH:32][C:31]=1[NH:36][S:37]([CH2:40][CH2:41][CH3:42])(=[O:38])=[O:39].